The task is: Regression. Given two drug SMILES strings and cell line genomic features, predict the synergy score measuring deviation from expected non-interaction effect.. This data is from NCI-60 drug combinations with 297,098 pairs across 59 cell lines. (1) Drug 1: C1=CN(C(=O)N=C1N)C2C(C(C(O2)CO)O)O.Cl. Drug 2: CC1=C2C(C(=O)C3(C(CC4C(C3C(C(C2(C)C)(CC1OC(=O)C(C(C5=CC=CC=C5)NC(=O)C6=CC=CC=C6)O)O)OC(=O)C7=CC=CC=C7)(CO4)OC(=O)C)O)C)OC(=O)C. Cell line: NCI-H226. Synergy scores: CSS=13.9, Synergy_ZIP=-6.18, Synergy_Bliss=-3.14, Synergy_Loewe=-9.20, Synergy_HSA=-3.50. (2) Drug 1: CC1CCC2CC(C(=CC=CC=CC(CC(C(=O)C(C(C(=CC(C(=O)CC(OC(=O)C3CCCCN3C(=O)C(=O)C1(O2)O)C(C)CC4CCC(C(C4)OC)OCCO)C)C)O)OC)C)C)C)OC. Drug 2: CS(=O)(=O)OCCCCOS(=O)(=O)C. Cell line: UACC62. Synergy scores: CSS=15.0, Synergy_ZIP=-6.76, Synergy_Bliss=-5.01, Synergy_Loewe=-44.9, Synergy_HSA=-2.44. (3) Drug 1: C1=NC2=C(N=C(N=C2N1C3C(C(C(O3)CO)O)O)F)N. Drug 2: CC1C(C(CC(O1)OC2CC(CC3=C2C(=C4C(=C3O)C(=O)C5=C(C4=O)C(=CC=C5)OC)O)(C(=O)CO)O)N)O.Cl. Cell line: RXF 393. Synergy scores: CSS=7.40, Synergy_ZIP=-3.15, Synergy_Bliss=-0.936, Synergy_Loewe=-5.63, Synergy_HSA=-0.896. (4) Drug 1: C1=NC2=C(N1)C(=S)N=CN2. Drug 2: C1CN(P(=O)(OC1)NCCCl)CCCl. Cell line: NCI/ADR-RES. Synergy scores: CSS=38.5, Synergy_ZIP=4.87, Synergy_Bliss=2.13, Synergy_Loewe=-58.9, Synergy_HSA=-1.49.